This data is from Full USPTO retrosynthesis dataset with 1.9M reactions from patents (1976-2016). The task is: Predict the reactants needed to synthesize the given product. (1) Given the product [CH:9]([NH:8][C:3]1[C:2]([NH:12][C:13]2[CH:14]=[C:15]([CH3:19])[CH:16]=[CH:17][CH:18]=2)=[N:7][CH:6]=[CH:5][N:4]=1)([CH3:11])[CH3:10], predict the reactants needed to synthesize it. The reactants are: Cl[C:2]1[C:3]([NH:8][CH:9]([CH3:11])[CH3:10])=[N:4][CH:5]=[CH:6][N:7]=1.[NH2:12][C:13]1[CH:18]=[CH:17][CH:16]=[C:15]([CH3:19])[CH:14]=1.CC(C)([O-])C.[Na+]. (2) Given the product [CH3:1][O:2][C:3](=[O:26])[CH2:4][C@H:5]1[C:9]2[CH:10]=[CH:11][C:12]([O:14][C@H:15]3[C:23]4[C:18](=[C:19]([O:25][C:37]5[CH:36]=[CH:35][C:34]([C:32]([N:27]6[CH2:28][CH2:29][CH2:30][CH2:31]6)=[O:33])=[CH:39][CH:38]=5)[CH:20]=[CH:21][C:22]=4[F:24])[CH2:17][CH2:16]3)=[CH:13][C:8]=2[O:7][CH2:6]1, predict the reactants needed to synthesize it. The reactants are: [CH3:1][O:2][C:3](=[O:26])[CH2:4][C@H:5]1[C:9]2[CH:10]=[CH:11][C:12]([O:14][C@H:15]3[C:23]4[C:18](=[C:19]([OH:25])[CH:20]=[CH:21][C:22]=4[F:24])[CH2:17][CH2:16]3)=[CH:13][C:8]=2[O:7][CH2:6]1.[N:27]1([C:32]([C:34]2[CH:39]=[CH:38][C:37](B(O)O)=[CH:36][CH:35]=2)=[O:33])[CH2:31][CH2:30][CH2:29][CH2:28]1. (3) Given the product [C:3]([C@@H:5]([NH:15][C:16](=[O:25])[O:17][CH2:18][C:19]1[CH:20]=[CH:21][N:22]=[CH:23][CH:24]=1)[CH2:6][CH2:7][C:8]1[CH:9]=[CH:10][C:11]([OH:14])=[CH:12][CH:13]=1)([OH:4])=[O:2], predict the reactants needed to synthesize it. The reactants are: C[O:2][C:3]([C@@H:5]([NH:15][C:16](=[O:25])[O:17][CH2:18][C:19]1[CH:24]=[CH:23][N:22]=[CH:21][CH:20]=1)[CH2:6][CH2:7][C:8]1[CH:13]=[CH:12][C:11]([OH:14])=[CH:10][CH:9]=1)=[O:4].[Li+].[OH-].O.Cl. (4) Given the product [CH2:3]([O:10][C:11]1[CH:12]=[CH:13][C:14]([CH2:17][CH2:18][O:19][CH2:21][CH2:22][CH2:23][Cl:24])=[CH:15][CH:16]=1)[C:4]1[CH:5]=[CH:6][CH:7]=[CH:8][CH:9]=1, predict the reactants needed to synthesize it. The reactants are: [H-].[Na+].[CH2:3]([O:10][C:11]1[CH:16]=[CH:15][C:14]([CH2:17][CH2:18][OH:19])=[CH:13][CH:12]=1)[C:4]1[CH:9]=[CH:8][CH:7]=[CH:6][CH:5]=1.Br[CH2:21][CH2:22][CH2:23][Cl:24].[I-].[K+].[Cl-].[NH4+]. (5) Given the product [Br:6][C:7]1[CH:8]=[C:9]([O:15][CH3:16])[CH:10]=[C:11]([O:13][CH3:14])[C:12]=1[CH:20]=[O:21], predict the reactants needed to synthesize it. The reactants are: P(Cl)(Cl)(Cl)=O.[Br:6][C:7]1[CH:12]=[C:11]([O:13][CH3:14])[CH:10]=[C:9]([O:15][CH3:16])[CH:8]=1.CN([CH:20]=[O:21])C.